This data is from Forward reaction prediction with 1.9M reactions from USPTO patents (1976-2016). The task is: Predict the product of the given reaction. (1) Given the reactants [CH2:1]([O:3][C:4]1[CH:29]=[CH:28][C:7]([CH2:8][C:9]2[N:13]([CH2:14][CH2:15][N:16]([CH2:19][CH3:20])[CH2:17][CH3:18])[C:12]3[CH:21]=[CH:22][C:23]([N+:25]([O-])=O)=[CH:24][C:11]=3[N:10]=2)=[CH:6][CH:5]=1)[CH3:2].Br.C(S[C:39]([C:41]1[CH:45]=[CH:44][S:43][CH:42]=1)=[NH:40])C1C=CC=CC=1, predict the reaction product. The product is: [CH2:17]([N:16]([CH2:19][CH3:20])[CH2:15][CH2:14][N:13]1[C:12]2[CH:21]=[CH:22][C:23]([NH:25][C:39]([C:41]3[CH:45]=[CH:44][S:43][CH:42]=3)=[NH:40])=[CH:24][C:11]=2[N:10]=[C:9]1[CH2:8][C:7]1[CH:28]=[CH:29][C:4]([O:3][CH2:1][CH3:2])=[CH:5][CH:6]=1)[CH3:18]. (2) Given the reactants [H-].[Na+].[F:3][C:4]([F:18])([F:17])[C:5]1[CH:10]=[CH:9][N:8]=[C:7]([C:11]2[NH:12][O:13][C:14](=[O:16])[N:15]=2)[CH:6]=1.[C:19]([O:25][CH2:26]Cl)(=[O:24])[C:20]([CH3:23])([CH3:22])[CH3:21].[Cl-].[NH4+], predict the reaction product. The product is: [CH3:21][C:20]([CH3:23])([CH3:22])[C:19](=[O:24])[O:25][CH2:26][N:15]1[C:14](=[O:16])[O:13][N:12]=[C:11]1[C:7]1[CH:6]=[C:5]([C:4]([F:3])([F:17])[F:18])[CH:10]=[CH:9][N:8]=1.